Dataset: Catalyst prediction with 721,799 reactions and 888 catalyst types from USPTO. Task: Predict which catalyst facilitates the given reaction. (1) Reactant: [Br:1][C:2]1[CH:7]=[CH:6][C:5]([N+:8]([O-])=O)=[CH:4][C:3]=1[CH3:11]. Product: [Br:1][C:2]1[CH:7]=[CH:6][C:5]([NH2:8])=[CH:4][C:3]=1[CH3:11]. The catalyst class is: 227. (2) Reactant: Br[CH2:2][C:3]1[CH:4]=[CH:5][C:6]([C:9]2[CH:14]=[C:13]([O:15][C:16]([F:19])([F:18])[F:17])[CH:12]=[CH:11][C:10]=2[S:20]([NH:23][C:24]([CH3:27])([CH3:26])[CH3:25])(=[O:22])=[O:21])=[N:7][CH:8]=1.[CH3:28][N:29]1[CH2:34][CH2:33][NH:32][CH2:31][CH2:30]1.C([O-])([O-])=O.[K+].[K+]. Product: [C:24]([NH:23][S:20]([C:10]1[CH:11]=[CH:12][C:13]([O:15][C:16]([F:19])([F:17])[F:18])=[CH:14][C:9]=1[C:6]1[CH:5]=[CH:4][C:3]([CH2:2][N:32]2[CH2:33][CH2:34][N:29]([CH3:28])[CH2:30][CH2:31]2)=[CH:8][N:7]=1)(=[O:21])=[O:22])([CH3:26])([CH3:25])[CH3:27]. The catalyst class is: 3. (3) Reactant: [OH:1][CH2:2][C:3]1[CH:8]=[C:7]([CH3:9])[CH:6]=[C:5]([N:10]2[N:14]=[C:13]3[CH:15]=[CH:16][C:17]([C:19]([F:22])([F:21])[F:20])=[CH:18][C:12]3=[N:11]2)[C:4]=1[OH:23].C(N(CC)CC)C.[C:31](Cl)(=[O:35])[C:32]([CH3:34])=[CH2:33]. Product: [C:31]([O:1][CH2:2][C:3]1[CH:8]=[C:7]([CH3:9])[CH:6]=[C:5]([N:10]2[N:14]=[C:13]3[CH:15]=[CH:16][C:17]([C:19]([F:22])([F:21])[F:20])=[CH:18][C:12]3=[N:11]2)[C:4]=1[OH:23])(=[O:35])[C:32]([CH3:34])=[CH2:33]. The catalyst class is: 1. (4) The catalyst class is: 30. Product: [F:1][C:2]1[CH:3]=[C:4]([CH:14]([CH3:20])[C:15]([OH:17])=[O:16])[CH:5]=[CH:6][C:7]=1[CH2:8][NH:9][S:10]([CH3:13])(=[O:11])=[O:12]. Reactant: [F:1][C:2]1[CH:3]=[C:4]([CH:14]([CH3:20])[C:15]([O:17]CC)=[O:16])[CH:5]=[CH:6][C:7]=1[CH2:8][NH:9][S:10]([CH3:13])(=[O:12])=[O:11].[OH-].[Li+]. (5) Reactant: FC(F)(F)S(O[C:7]1[CH2:8][CH2:9][N:10]([C:13]([O:15][C:16]([CH3:19])([CH3:18])[CH3:17])=[O:14])[CH2:11][CH:12]=1)(=O)=O.[F:22][C:23]([F:35])([F:34])[O:24][C:25]1[CH:30]=[CH:29][C:28](B(O)O)=[CH:27][CH:26]=1.C([O-])([O-])=O.[Na+].[Na+]. Product: [F:22][C:23]([F:34])([F:35])[O:24][C:25]1[CH:30]=[CH:29][C:28]([C:7]2[CH2:8][CH2:9][N:10]([C:13]([O:15][C:16]([CH3:17])([CH3:18])[CH3:19])=[O:14])[CH2:11][CH:12]=2)=[CH:27][CH:26]=1. The catalyst class is: 104. (6) Reactant: C(OC([N:8]1[CH2:13][CH2:12][CH2:11][C@H:10]([CH2:14][O:15][C:16]2[CH:21]=[CH:20][C:19]([F:22])=[CH:18][C:17]=2[O:23][C:24]2[CH:29]=[CH:28][CH:27]=[CH:26][CH:25]=2)[CH2:9]1)=O)(C)(C)C.[C:30]([C:34]([OH:36])=[O:35])(F)(F)F. Product: [F:22][C:19]1[CH:20]=[CH:21][C:16]([O:15][CH2:14][C@H:10]2[CH2:11][CH2:12][CH2:13][N:8](/[C:30](/[C:34]([OH:36])=[O:35])=[CH:30]\[C:34]([OH:36])=[O:35])[CH2:9]2)=[C:17]([O:23][C:24]2[CH:25]=[CH:26][CH:27]=[CH:28][CH:29]=2)[CH:18]=1. The catalyst class is: 2. (7) Reactant: Cl[C:2]1[N:7]=[C:6]([O:8][C:9]2[C:18]3[C:13](=[CH:14][CH:15]=[CH:16][CH:17]=3)[C:12]([NH:19][C:20]([NH:22][C:23]3[N:27]([C:28]4[CH:33]=[CH:32][CH:31]=[C:30]([CH2:34][P:35]([CH3:38])([CH3:37])=[O:36])[CH:29]=4)[N:26]=[C:25]([CH:39]([CH3:41])[CH3:40])[CH:24]=3)=[O:21])=[CH:11][CH:10]=2)[CH:5]=[CH:4][N:3]=1.[CH3:42][S:43]([C:46]1[CH:47]=[C:48]([CH:50]=[C:51]([O:53][CH2:54][CH2:55][N:56]2[CH2:61][CH2:60][O:59][CH2:58][CH2:57]2)[CH:52]=1)[NH2:49])(=[O:45])=[O:44].C([O-])(O)=O.[Na+]. Product: [CH3:37][P:35]([CH2:34][C:30]1[CH:29]=[C:28]([N:27]2[C:23]([NH:22][C:20]([NH:19][C:12]3[C:13]4[C:18](=[CH:17][CH:16]=[CH:15][CH:14]=4)[C:9]([O:8][C:6]4[CH:5]=[CH:4][N:3]=[C:2]([NH:49][C:48]5[CH:50]=[C:51]([O:53][CH2:54][CH2:55][N:56]6[CH2:57][CH2:58][O:59][CH2:60][CH2:61]6)[CH:52]=[C:46]([S:43]([CH3:42])(=[O:45])=[O:44])[CH:47]=5)[N:7]=4)=[CH:10][CH:11]=3)=[O:21])=[CH:24][C:25]([CH:39]([CH3:41])[CH3:40])=[N:26]2)[CH:33]=[CH:32][CH:31]=1)([CH3:38])=[O:36]. The catalyst class is: 3.